This data is from Forward reaction prediction with 1.9M reactions from USPTO patents (1976-2016). The task is: Predict the product of the given reaction. (1) The product is: [CH3:13][NH:14][C:15]([C:16]1[CH:21]=[CH:20][C:19]([NH:1][C@H:2]([C:4]([OH:6])=[O:5])[CH3:3])=[CH:18][C:17]=1[F:23])=[O:24].[CH3:13][NH:14][C:15]([C:16]1[CH:21]=[CH:20][C:19]([NH:1][C@@H:2]([C:4]([OH:6])=[O:5])[CH3:3])=[CH:18][C:17]=1[F:23])=[O:24]. Given the reactants [NH2:1][C@H:2]([C:4]([OH:6])=[O:5])[CH3:3].C([O-])([O-])=O.[Cs+].[Cs+].[CH3:13][NH:14][C:15](=[O:24])[C:16]1[CH:21]=[CH:20][C:19](F)=[CH:18][C:17]=1[F:23].Cl, predict the reaction product. (2) Given the reactants [Br:1][C:2]1[CH:7]=[CH:6][C:5]([OH:8])=[CH:4][CH:3]=1.O[CH:10]1[CH2:15][CH2:14][N:13]([C:16]([O:18][C:19]([CH3:22])([CH3:21])[CH3:20])=[O:17])[CH2:12][CH2:11]1.C1(P(C2C=CC=CC=2)C2C=CC=CC=2)C=CC=CC=1.N(C(OC(C)(C)C)=O)=NC(OC(C)(C)C)=O, predict the reaction product. The product is: [Br:1][C:2]1[CH:7]=[CH:6][C:5]([O:8][CH:10]2[CH2:15][CH2:14][N:13]([C:16]([O:18][C:19]([CH3:22])([CH3:21])[CH3:20])=[O:17])[CH2:12][CH2:11]2)=[CH:4][CH:3]=1. (3) Given the reactants Br[C:2]1[N:10]=[C:9]([S:11][CH2:12][C:13]2[CH:18]=[CH:17][CH:16]=[C:15]([F:19])[C:14]=2[F:20])[N:8]=[C:7]2[C:3]=1[N:4]=[C:5]([NH:21]C(=O)OCC)[NH:6]2.[NH2:27][C:28]([CH3:33])([CH2:31][OH:32])[CH2:29][OH:30], predict the reaction product. The product is: [NH2:21][C:5]1[NH:6][C:7]2[C:3]([N:4]=1)=[C:2]([NH:27][C:28]([CH3:33])([CH2:31][OH:32])[CH2:29][OH:30])[N:10]=[C:9]([S:11][CH2:12][C:13]1[CH:18]=[CH:17][CH:16]=[C:15]([F:19])[C:14]=1[F:20])[N:8]=2.